Dataset: Full USPTO retrosynthesis dataset with 1.9M reactions from patents (1976-2016). Task: Predict the reactants needed to synthesize the given product. (1) Given the product [NH2:34][C:22]1[N:21]=[C:20]([NH:19][CH2:18][CH2:17][CH2:16][NH:15][S:11]([C:8]2[CH:9]=[CH:10][C:5]([S:2]([CH3:1])(=[O:4])=[O:3])=[CH:6][CH:7]=2)(=[O:13])=[O:12])[CH:25]=[C:24]([C:26]2[CH:31]=[CH:30][CH:29]=[C:28]([CH3:32])[C:27]=2[CH3:33])[N:23]=1, predict the reactants needed to synthesize it. The reactants are: [CH3:1][S:2]([C:5]1[CH:10]=[CH:9][C:8]([S:11](Cl)(=[O:13])=[O:12])=[CH:7][CH:6]=1)(=[O:4])=[O:3].[NH2:15][CH2:16][CH2:17][CH2:18][NH:19][C:20]1[CH:25]=[C:24]([C:26]2[CH:31]=[CH:30][CH:29]=[C:28]([CH3:32])[C:27]=2[CH3:33])[N:23]=[C:22]([NH2:34])[N:21]=1. (2) Given the product [F:17][C:13]1[C:12]2[C:11]3[C:16](=[CH:15][CH:14]=1)[NH:8][C:9](=[O:34])[C:10]=3[C:20]([C:22]1[NH:23][CH:24]=[CH:25][CH:26]=1)=[CH:19][C:18]=2[N:42]1[CH2:47][CH2:46][O:45][CH2:44][CH2:43]1, predict the reactants needed to synthesize it. The reactants are: C(OC([N:8]1[C:16]2[C:11](=[C:12]([C:18]#[C:19][C:20]([C:22]3[N:23](C(OC(C)(C)C)=O)[CH:24]=[CH:25][CH:26]=3)=O)[C:13]([F:17])=[CH:14][CH:15]=2)[CH:10]=[C:9]1[O:34]C(OC(C)(C)C)=O)=O)(C)(C)C.[NH:42]1[CH2:47][CH2:46][O:45][CH2:44][CH2:43]1.FC(F)(F)C(O)=O. (3) The reactants are: [CH3:1][C:2]1([CH3:19])[CH2:7][CH2:6][CH:5]([C:8]2[S:9][C:10]3[N:11]=[C:12]([CH3:18])[N:13]=[C:14](O)[C:15]=3[N:16]=2)[CH2:4][CH2:3]1.C1(C)C=CC=CC=1.P(Cl)(Cl)([Cl:29])=O. Given the product [Cl:29][C:14]1[C:15]2[N:16]=[C:8]([CH:5]3[CH2:6][CH2:7][C:2]([CH3:19])([CH3:1])[CH2:3][CH2:4]3)[S:9][C:10]=2[N:11]=[C:12]([CH3:18])[N:13]=1, predict the reactants needed to synthesize it. (4) Given the product [Cl:33][C:30]1[CH:29]=[CH:28][C:27]([CH:8]([C:5]2[CH:6]=[CH:7][C:2]([Cl:1])=[CH:3][CH:4]=2)[C:9]2[CH:10]=[C:11]3[C:16](=[CH:17][CH:18]=2)[NH:15][C:14](=[O:19])[CH:13]=[C:12]3[NH:20][CH:21]2[CH2:22][CH2:23][N:24]([CH2:41][C:42]([O:44][C:45]([CH3:48])([CH3:47])[CH3:46])=[O:43])[CH2:25][CH2:26]2)=[CH:32][CH:31]=1, predict the reactants needed to synthesize it. The reactants are: [Cl:1][C:2]1[CH:7]=[CH:6][C:5]([CH:8]([C:27]2[CH:32]=[CH:31][C:30]([Cl:33])=[CH:29][CH:28]=2)[C:9]2[CH:10]=[C:11]3[C:16](=[CH:17][CH:18]=2)[NH:15][C:14](=[O:19])[CH:13]=[C:12]3[NH:20][CH:21]2[CH2:26][CH2:25][NH:24][CH2:23][CH2:22]2)=[CH:4][CH:3]=1.C(=O)([O-])[O-].[Cs+].[Cs+].Cl[CH2:41][C:42]([O:44][C:45]([CH3:48])([CH3:47])[CH3:46])=[O:43]. (5) The reactants are: [O:1]1[CH2:6][CH2:5][N:4]([CH2:7][CH2:8][O:9][C:10]2[CH:15]=[CH:14][N:13]=[C:12]([NH2:16])[CH:11]=2)[CH2:3][CH2:2]1.Cl[CH:18]([CH:24]=O)[C:19]([O:21][CH2:22][CH3:23])=[O:20]. Given the product [O:1]1[CH2:6][CH2:5][N:4]([CH2:7][CH2:8][O:9][C:10]2[CH:15]=[CH:14][N:13]3[C:18]([C:19]([O:21][CH2:22][CH3:23])=[O:20])=[CH:24][N:16]=[C:12]3[CH:11]=2)[CH2:3][CH2:2]1, predict the reactants needed to synthesize it. (6) The reactants are: [N:1]([CH2:4][C:5]1[CH:13]=[CH:12][C:8]([C:9]([OH:11])=[O:10])=[C:7]([Cl:14])[CH:6]=1)=[N+:2]=[N-:3].O[N:16]1[C:20](=[O:21])[CH2:19][CH2:18][C:17]1=[O:22].C1(N=C=NC2CCCCC2)CCCCC1. Given the product [N:1]([CH2:4][C:5]1[CH:13]=[CH:12][C:8]([C:9]([O:11][N:16]2[C:20](=[O:21])[CH2:19][CH2:18][C:17]2=[O:22])=[O:10])=[C:7]([Cl:14])[CH:6]=1)=[N+:2]=[N-:3], predict the reactants needed to synthesize it.